Dataset: Forward reaction prediction with 1.9M reactions from USPTO patents (1976-2016). Task: Predict the product of the given reaction. (1) Given the reactants [OH:1][C:2]1[CH:7]=[CH:6][C:5]([C:8](=[O:10])[CH3:9])=[CH:4][C:3]=1[N+:11]([O-])=O.C1(C)C=CC(S([O-])(=O)=O)=CC=1.[CH2:25]([N:32]1[C:36](=[O:37])[C:35](=[C:38]2[N:42]([CH3:43])[C:41]3[CH:44]=[CH:45][CH:46]=[CH:47][C:40]=3[S:39]2)[S:34][CH2+:33]1SC)[C:26]1[CH:31]=[CH:30][CH:29]=[CH:28][CH:27]=1, predict the reaction product. The product is: [C:8]([C:5]1[CH:6]=[CH:7][C:2]([OH:1])=[C:3]([N:11]=[C:33]2[N:32]([CH2:25][C:26]3[CH:27]=[CH:28][CH:29]=[CH:30][CH:31]=3)[C:36](=[O:37])[C:35](=[C:38]3[N:42]([CH3:43])[C:41]4[CH:44]=[CH:45][CH:46]=[CH:47][C:40]=4[S:39]3)[S:34]2)[CH:4]=1)(=[O:10])[CH3:9]. (2) Given the reactants C([O:5][C:6](=[O:38])[CH2:7][O:8][C:9]1[CH:14]=[CH:13][CH:12]=[C:11]([CH2:15][N:16]([CH2:26][C:27]2[CH:32]=[CH:31][C:30]([C:33]([CH3:37])([CH3:36])[CH2:34][OH:35])=[CH:29][CH:28]=2)[S:17]([C:20]2[CH:21]=[N:22][CH:23]=[CH:24][CH:25]=2)(=[O:19])=[O:18])[CH:10]=1)(C)(C)C.FC(F)(F)C(O)=O, predict the reaction product. The product is: [OH:35][CH2:34][C:33]([C:30]1[CH:31]=[CH:32][C:27]([CH2:26][N:16]([CH2:15][C:11]2[CH:10]=[C:9]([CH:14]=[CH:13][CH:12]=2)[O:8][CH2:7][C:6]([OH:38])=[O:5])[S:17]([C:20]2[CH:21]=[N:22][CH:23]=[CH:24][CH:25]=2)(=[O:19])=[O:18])=[CH:28][CH:29]=1)([CH3:37])[CH3:36]. (3) Given the reactants [F:1][C:2]1[CH:3]=[CH:4][C:5]([CH3:10])=[C:6]([CH:9]=1)[C:7]#[N:8].[Br:11]N1C(=O)CCC1=O, predict the reaction product. The product is: [Br:11][CH2:10][C:5]1[CH:4]=[CH:3][C:2]([F:1])=[CH:9][C:6]=1[C:7]#[N:8]. (4) Given the reactants C([O:3][C:4]([C:6]1[C:7]([C:12]2[CH:17]=[CH:16][CH:15]=[CH:14][N:13]=2)=[N:8][O:9][C:10]=1[CH3:11])=O)C.C(OC(C1C(C2C=CN=CC=2)=NOC=1C)=O)C, predict the reaction product. The product is: [CH3:11][C:10]1[O:9][N:8]=[C:7]([C:12]2[CH:17]=[CH:16][CH:15]=[CH:14][N:13]=2)[C:6]=1[CH2:4][OH:3]. (5) Given the reactants [CH3:1][C:2]1[CH:7]=[CH:6][N:5]=[C:4]([NH:8][CH2:9][CH2:10][NH2:11])[CH:3]=1.C(N(CC)CC)C.[CH3:19][S:20](Cl)(=[O:22])=[O:21], predict the reaction product. The product is: [CH3:1][C:2]1[CH:7]=[CH:6][N:5]=[C:4]([NH:8][CH2:9][CH2:10][NH:11][S:20]([CH3:19])(=[O:22])=[O:21])[CH:3]=1.